The task is: Regression. Given two drug SMILES strings and cell line genomic features, predict the synergy score measuring deviation from expected non-interaction effect.. This data is from NCI-60 drug combinations with 297,098 pairs across 59 cell lines. Drug 1: C1=CC(=CC=C1CCC2=CNC3=C2C(=O)NC(=N3)N)C(=O)NC(CCC(=O)O)C(=O)O. Drug 2: CC(C)NC(=O)C1=CC=C(C=C1)CNNC.Cl. Cell line: IGROV1. Synergy scores: CSS=5.53, Synergy_ZIP=-5.54, Synergy_Bliss=-4.68, Synergy_Loewe=-53.8, Synergy_HSA=-7.08.